From a dataset of Forward reaction prediction with 1.9M reactions from USPTO patents (1976-2016). Predict the product of the given reaction. (1) Given the reactants C1(C2N3N=C(N)N=C3C=CC=2)C=CC=CC=1.BrC1C=C2C(=CC=1)N=C(OC)C=C2.C1(NC2N=C3C=CC=C(C4C=CC=CC=4)N3N=2)C=CC=CC=1.[CH3:52][O:53][C:54]1[CH:63]=[CH:62][C:61]2[C:56](=[CH:57][CH:58]=[C:59]([NH:64][C:65]3[N:79]=[C:68]4[CH:69]=[CH:70][CH:71]=[C:72]([C:73]5[CH:78]=[CH:77][CH:76]=[CH:75][CH:74]=5)[N:67]4[N:66]=3)[CH:60]=2)[N:55]=1, predict the reaction product. The product is: [CH3:52][O:53][C:54]1[CH:63]=[CH:62][C:61]2[C:56](=[CH:57][CH:58]=[C:59]([NH:64][C:65]3[N:79]=[C:68]4[CH:69]=[CH:70][CH:71]=[C:72]([C:73]5[CH:74]=[CH:75][CH:76]=[CH:77][CH:78]=5)[N:67]4[N:66]=3)[CH:60]=2)[N:55]=1.[C:73]1([C:72]2[N:67]3[N:66]=[C:65]([NH:64][C:59]4[CH:60]=[C:61]5[C:56](=[CH:57][CH:58]=4)[N:55]=[C:54]([OH:53])[CH:63]=[CH:62]5)[N:79]=[C:68]3[CH:69]=[CH:70][CH:71]=2)[CH:74]=[CH:75][CH:76]=[CH:77][CH:78]=1. (2) Given the reactants [CH2:1]([O:3][C:4](=[O:21])[CH:5]([C:15]1[CH:20]=[CH:19][CH:18]=[CH:17][CH:16]=1)[CH2:6][NH:7][CH2:8][C:9]1[CH:14]=[CH:13][CH:12]=[CH:11][CH:10]=1)[CH3:2].[H-].[Na+].C([CH:26]([C:30](Cl)=[O:31])[C:27](Cl)=[O:28])C.[OH2:33].O1CC[CH2:36][CH2:35]1, predict the reaction product. The product is: [CH2:1]([O:3][C:4](=[O:21])[CH:5]([C:15]1[CH:20]=[CH:19][CH:18]=[CH:17][CH:16]=1)[CH2:6][N:7]([CH2:8][C:9]1[CH:10]=[CH:11][CH:12]=[CH:13][CH:14]=1)[C:30](=[O:31])[CH2:26][C:27]([O:28][CH2:35][CH3:36])=[O:33])[CH3:2]. (3) Given the reactants C(O[C:6]([N:8]1[CH2:13][CH2:12][CH:11]([CH2:14][CH2:15][CH2:16][O:17][C:18]2[CH:23]=[CH:22][C:21]([C:24]([O:26][CH3:27])=[O:25])=[C:20]([CH3:28])[CH:19]=2)[CH2:10][CH2:9]1)=O)(C)(C)C.[CH2:29]([C:31]1[CH:32]=[CH:33]C(F)=[N:35][CH:36]=1)[CH3:30], predict the reaction product. The product is: [CH3:27][O:26][C:24](=[O:25])[C:21]1[CH:22]=[CH:23][C:18]([O:17][CH2:16][CH2:15][CH2:14][CH:11]2[CH2:10][CH2:9][N:8]([C:6]3[CH:30]=[CH:29][C:31]([CH2:32][CH3:33])=[CH:36][N:35]=3)[CH2:13][CH2:12]2)=[CH:19][C:20]=1[CH3:28]. (4) Given the reactants NCCC1C=CC(O)=C(O)C=1.O[C:13]1C=C2[C:16]([NH:17][CH:18]=[C:19]2[CH2:20][CH2:21]N)=[CH:15][CH:14]=1.OC1C=C(CC(O)=O)C=CC=1O.OC1C=C(C=CC=1O)CN, predict the reaction product. The product is: [CH2:16]([NH:17][CH2:18][CH2:19][CH2:20][CH3:21])[CH2:15][CH2:14][CH3:13].